Dataset: Choline transporter screen with 302,306 compounds. Task: Binary Classification. Given a drug SMILES string, predict its activity (active/inactive) in a high-throughput screening assay against a specified biological target. (1) The drug is S(=O)(=O)(N(c1c(cccc1)C(=O)NCC(O)=O)CC=C)c1ccc(cc1)C. The result is 0 (inactive). (2) The molecule is Brc1c(cc(NC(=O)C2CCN(S(=O)(=O)c3c(onc3C)C)CC2)cc1)C. The result is 0 (inactive). (3) The molecule is o1c2c(n(c1=O)C(OC)=O)cccc2. The result is 0 (inactive).